This data is from Reaction yield outcomes from USPTO patents with 853,638 reactions. The task is: Predict the reaction yield, written as a fraction of the theoretical maximum amount of product (1.0 means a 100% yield; for example, 0.34 means a 34% yield). (1) The reactants are [CH3:1][O:2][C:3](=[O:24])[CH2:4][C:5]1[CH:14]=[C:13](OS(C(F)(F)F)(=O)=O)[C:12]2[C:7](=[CH:8][CH:9]=[C:10]([F:23])[CH:11]=2)[CH:6]=1.[CH3:25][S:26]([C:29]1[CH:34]=[CH:33][C:32]([NH2:35])=[CH:31][CH:30]=1)(=[O:28])=[O:27].C1C=CC(P(C2C=CC3C(=CC=CC=3)C=2C2C3C(=CC=CC=3)C=CC=2P(C2C=CC=CC=2)C2C=CC=CC=2)C2C=CC=CC=2)=CC=1.C(=O)([O-])[O-].[Cs+].[Cs+]. The catalyst is CN(C)C=O.O.C1C=CC(/C=C/C(/C=C/C2C=CC=CC=2)=O)=CC=1.C1C=CC(/C=C/C(/C=C/C2C=CC=CC=2)=O)=CC=1.C1C=CC(/C=C/C(/C=C/C2C=CC=CC=2)=O)=CC=1.[Pd].[Pd]. The product is [CH3:1][O:2][C:3](=[O:24])[CH2:4][C:5]1[CH:14]=[C:13]([NH:35][C:32]2[CH:31]=[CH:30][C:29]([S:26]([CH3:25])(=[O:28])=[O:27])=[CH:34][CH:33]=2)[C:12]2[C:7](=[CH:8][CH:9]=[C:10]([F:23])[CH:11]=2)[CH:6]=1. The yield is 0.690. (2) The reactants are C(O)(C(F)(F)F)=O.[CH3:8][N:9]1[CH2:14][CH2:13][CH:12]([C:15]2[CH:20]=[CH:19][N:18]=[CH:17][C:16]=2[NH:21]C(=O)OC(C)(C)C)[CH2:11][C:10]1=[O:29].CO.C(Cl)Cl. The catalyst is C(Cl)Cl. The product is [NH2:21][C:16]1[CH:17]=[N:18][CH:19]=[CH:20][C:15]=1[CH:12]1[CH2:13][CH2:14][N:9]([CH3:8])[C:10](=[O:29])[CH2:11]1. The yield is 0.970. (3) The catalyst is C(O)C. The reactants are [BH4-].[Na+].[Br:3][C:4]1[C:5]2[O:14][C:13]([CH:15]=[O:16])=[CH:12][C:6]=2[C:7](=[O:11])[N:8]([CH3:10])[CH:9]=1. The yield is 0.655. The product is [Br:3][C:4]1[C:5]2[O:14][C:13]([CH2:15][OH:16])=[CH:12][C:6]=2[C:7](=[O:11])[N:8]([CH3:10])[CH:9]=1. (4) The reactants are [OH:1][C:2]1[CH:7]=[C:6]([CH3:8])[C:5]([C:9]2[N:10]=[C:11]([NH:14][C:15](=[O:22])[C:16]3[CH:21]=[CH:20][N:19]=[CH:18][CH:17]=3)[S:12][CH:13]=2)=[C:4]([CH3:23])[CH:3]=1.C(=O)([O-])[O-].[Cs+].[Cs+].Br[C:31]1[CH:32]=[CH:33][C:34]([O:37][CH2:38][CH2:39][O:40][CH3:41])=[N:35][CH:36]=1.O. The catalyst is CN(C=O)C. The product is [CH3:41][O:40][CH2:39][CH2:38][O:37][C:34]1[N:35]=[CH:36][C:31]([O:1][C:2]2[CH:3]=[C:4]([CH3:23])[C:5]([C:9]3[N:10]=[C:11]([NH:14][C:15](=[O:22])[C:16]4[CH:21]=[CH:20][N:19]=[CH:18][CH:17]=4)[S:12][CH:13]=3)=[C:6]([CH3:8])[CH:7]=2)=[CH:32][CH:33]=1. The yield is 0.660. (5) The reactants are C1(C)C=CC(S(O[CH2:11][CH2:12][O:13][CH2:14][CH2:15][O:16][CH2:17][CH2:18][O:19][CH3:20])(=O)=O)=CC=1.C(=O)([O-])[O-].[K+].[K+].[N+:28]([C:31]1[CH:36]=[CH:35][C:34](O)=[CH:33][CH:32]=1)([O-:30])=[O:29].O. The catalyst is CN(C)C=O. The product is [CH3:20][O:19][CH2:18][CH2:17][O:16][CH2:15][CH2:14][O:13][CH2:12][CH2:11][C:34]1[CH:35]=[CH:36][C:31]([N+:28]([O-:30])=[O:29])=[CH:32][CH:33]=1. The yield is 0.730. (6) The reactants are [Br:1][C:2]1[CH:7]=[CH:6][C:5]([C:8](=O)[CH2:9][NH:10][C:11]([CH:13]2[CH2:17][C:16]3([CH2:22][CH2:21][O:20][CH2:19][CH2:18]3)[CH2:15][N:14]2[C:23](=[O:33])[C@@H:24]([NH:28][C:29](=[O:32])[O:30][CH3:31])[CH:25]([CH3:27])[CH3:26])=O)=[CH:4][CH:3]=1.O1CCOCC1.C([O-])(=O)C.[NH4+:45]. The catalyst is CCOC(C)=O. The product is [Br:1][C:2]1[CH:7]=[CH:6][C:5]([C:8]2[NH:45][C:11]([CH:13]3[CH2:17][C:16]4([CH2:22][CH2:21][O:20][CH2:19][CH2:18]4)[CH2:15][N:14]3[C:23](=[O:33])[C@@H:24]([NH:28][C:29](=[O:32])[O:30][CH3:31])[CH:25]([CH3:27])[CH3:26])=[N:10][CH:9]=2)=[CH:4][CH:3]=1. The yield is 0.881. (7) The reactants are COC(=O)CC1C=CC(CBr)=CC=1.[CH3:14][O:15][C:16](=[O:47])[CH2:17][C:18]1[CH:23]=[CH:22][C:21]([CH2:24][N:25]2[CH:29]=[C:28]([C:30]3[CH:35]=[CH:34][C:33]([Cl:36])=[CH:32][C:31]=3[Cl:37])[N:27]=[C:26]2/[CH:38]=[CH:39]/[C:40]2[CH:45]=[CH:44][C:43](Br)=[CH:42][CH:41]=2)=[CH:20][CH:19]=1.[F:48][C:49]([F:60])([F:59])[C:50]1[CH:51]=[C:52](B(O)O)[CH:53]=[CH:54][CH:55]=1. No catalyst specified. The product is [CH3:14][O:15][C:16](=[O:47])[CH2:17][C:18]1[CH:23]=[CH:22][C:21]([CH2:24][N:25]2[CH:29]=[C:28]([C:30]3[CH:35]=[CH:34][C:33]([Cl:36])=[CH:32][C:31]=3[Cl:37])[N:27]=[C:26]2/[CH:38]=[CH:39]/[C:40]2[CH:45]=[CH:44][C:43]([C:54]3[CH:53]=[CH:52][CH:51]=[C:50]([C:49]([F:60])([F:59])[F:48])[CH:55]=3)=[CH:42][CH:41]=2)=[CH:20][CH:19]=1. The yield is 0.510. (8) The reactants are [NH2:1][C:2]1[N:3]([CH2:27][C:28]2[CH:33]=[CH:32][CH:31]=[CH:30][CH:29]=2)[N:4]=[C:5]2[C:10]=1[CH:9]=[CH:8][C:7]([C:11]1[CH:12]=[C:13]([CH:21]3[CH2:26][CH2:25][NH:24][CH2:23][CH2:22]3)[N:14]3[C:19]=1[C:18]([NH2:20])=[N:17][CH:16]=[N:15]3)=[CH:6]2.[C:34](O)(=O)[CH3:35].[C:38]([BH3-])#N.[Na+].C([O-])(O)=O.[Na+]. The catalyst is CO. The product is [NH2:1][C:2]1[N:3]([CH2:27][C:28]2[CH:33]=[CH:32][CH:31]=[CH:30][CH:29]=2)[N:4]=[C:5]2[C:10]=1[CH:9]=[CH:8][C:7]([C:11]1[CH:12]=[C:13]([CH:21]3[CH2:26][CH2:25][N:24]([CH:35]4[CH2:34][CH2:38]4)[CH2:23][CH2:22]3)[N:14]3[C:19]=1[C:18]([NH2:20])=[N:17][CH:16]=[N:15]3)=[CH:6]2. The yield is 0.325.